Regression/Classification. Given a drug SMILES string, predict its absorption, distribution, metabolism, or excretion properties. Task type varies by dataset: regression for continuous measurements (e.g., permeability, clearance, half-life) or binary classification for categorical outcomes (e.g., BBB penetration, CYP inhibition). Dataset: cyp1a2_veith. From a dataset of CYP1A2 inhibition data for predicting drug metabolism from PubChem BioAssay. (1) The molecule is COC(=O)Nc1ccc2[nH]cc(CCNC(C)=O)c2c1. The result is 1 (inhibitor). (2) The drug is COC(=O)[C@@]1(Cc2ccccc2)[C@H]2c3cc(C(=O)N(C)C)n(Cc4ccccn4)c3C[C@H]2CN1C(=O)c1ccccc1. The result is 0 (non-inhibitor). (3) The drug is C/C(C[n+]1ccccc1)=N\N=C(N)N. The result is 0 (non-inhibitor). (4) The compound is Cc1[nH]c(=O)c(C#N)c2c1CSC(C)(C)C2. The result is 0 (non-inhibitor). (5) The molecule is CC1(C)OC(C(N)=O)C(C(N)=O)O1. The result is 0 (non-inhibitor). (6) The compound is Cc1ccc(Cn2nc(-c3ccccc3)nc2-c2ccccc2)cc1. The result is 1 (inhibitor).